Dataset: NCI-60 drug combinations with 297,098 pairs across 59 cell lines. Task: Regression. Given two drug SMILES strings and cell line genomic features, predict the synergy score measuring deviation from expected non-interaction effect. (1) Drug 1: C1=NC2=C(N1)C(=S)N=C(N2)N. Drug 2: C(CN)CNCCSP(=O)(O)O. Cell line: MALME-3M. Synergy scores: CSS=16.2, Synergy_ZIP=-7.24, Synergy_Bliss=-1.46, Synergy_Loewe=-18.2, Synergy_HSA=-5.48. (2) Drug 1: CC1=C2C(C(=O)C3(C(CC4C(C3C(C(C2(C)C)(CC1OC(=O)C(C(C5=CC=CC=C5)NC(=O)C6=CC=CC=C6)O)O)OC(=O)C7=CC=CC=C7)(CO4)OC(=O)C)O)C)OC(=O)C. Drug 2: C1C(C(OC1N2C=NC(=NC2=O)N)CO)O. Cell line: HL-60(TB). Synergy scores: CSS=82.4, Synergy_ZIP=8.35, Synergy_Bliss=7.67, Synergy_Loewe=6.30, Synergy_HSA=7.89. (3) Drug 1: CCC(=C(C1=CC=CC=C1)C2=CC=C(C=C2)OCCN(C)C)C3=CC=CC=C3.C(C(=O)O)C(CC(=O)O)(C(=O)O)O. Drug 2: CC(C)NC(=O)C1=CC=C(C=C1)CNNC.Cl. Cell line: A498. Synergy scores: CSS=4.56, Synergy_ZIP=-4.09, Synergy_Bliss=-5.17, Synergy_Loewe=-2.51, Synergy_HSA=-2.60. (4) Drug 1: CC12CCC(CC1=CCC3C2CCC4(C3CC=C4C5=CN=CC=C5)C)O. Drug 2: CN(C(=O)NC(C=O)C(C(C(CO)O)O)O)N=O. Cell line: RPMI-8226. Synergy scores: CSS=-2.29, Synergy_ZIP=-0.225, Synergy_Bliss=-13.1, Synergy_Loewe=-15.1, Synergy_HSA=-15.0. (5) Drug 1: CC1C(C(=O)NC(C(=O)N2CCCC2C(=O)N(CC(=O)N(C(C(=O)O1)C(C)C)C)C)C(C)C)NC(=O)C3=C4C(=C(C=C3)C)OC5=C(C(=O)C(=C(C5=N4)C(=O)NC6C(OC(=O)C(N(C(=O)CN(C(=O)C7CCCN7C(=O)C(NC6=O)C(C)C)C)C)C(C)C)C)N)C. Drug 2: CC1=CC=C(C=C1)C2=CC(=NN2C3=CC=C(C=C3)S(=O)(=O)N)C(F)(F)F. Cell line: RPMI-8226. Synergy scores: CSS=38.3, Synergy_ZIP=5.42, Synergy_Bliss=3.00, Synergy_Loewe=-47.0, Synergy_HSA=3.77. (6) Drug 1: CC12CCC(CC1=CCC3C2CCC4(C3CC=C4C5=CN=CC=C5)C)O. Drug 2: C1CN1P(=S)(N2CC2)N3CC3. Cell line: ACHN. Synergy scores: CSS=20.3, Synergy_ZIP=-7.40, Synergy_Bliss=-4.00, Synergy_Loewe=-18.7, Synergy_HSA=-4.09.